This data is from Catalyst prediction with 721,799 reactions and 888 catalyst types from USPTO. The task is: Predict which catalyst facilitates the given reaction. Reactant: [F:1][C:2]1[CH:7]=[CH:6][CH:5]=[CH:4][C:3]=1[C:8]1[N:9]=[N:10][N:11]([CH3:24])[C:12]=1[CH2:13][O:14][C:15]1[CH:23]=[CH:22][C:18]([C:19]([OH:21])=O)=[CH:17][N:16]=1.CN(C(ON1N=NC2C=CC=CC1=2)=[N+](C)C)C.[B-](F)(F)(F)F.CCN(C(C)C)C(C)C.[NH2:56][CH:57]1[CH2:62][CH2:61][O:60][CH2:59][CH2:58]1. Product: [F:1][C:2]1[CH:7]=[CH:6][CH:5]=[CH:4][C:3]=1[C:8]1[N:9]=[N:10][N:11]([CH3:24])[C:12]=1[CH2:13][O:14][C:15]1[CH:23]=[CH:22][C:18]([C:19]([NH:56][CH:57]2[CH2:62][CH2:61][O:60][CH2:59][CH2:58]2)=[O:21])=[CH:17][N:16]=1. The catalyst class is: 3.